Dataset: Full USPTO retrosynthesis dataset with 1.9M reactions from patents (1976-2016). Task: Predict the reactants needed to synthesize the given product. Given the product [CH2:2]([N:6]1[C:10]([CH3:11])=[C:9]([CH3:12])[S:8]/[C:7]/1=[CH:13]\[C:15]([C:16]1[CH:17]=[N:18][CH:19]=[CH:20][CH:21]=1)=[O:22])[CH2:3][CH2:4][CH3:5], predict the reactants needed to synthesize it. The reactants are: [I-].[CH2:2]([N+:6]1[C:10]([CH3:11])=[C:9]([CH3:12])[S:8][C:7]=1[CH3:13])[CH2:3][CH2:4][CH3:5].Cl.[C:15](Cl)(=[O:22])[C:16]1[CH:21]=[CH:20][CH:19]=[N:18][CH:17]=1.